Dataset: Catalyst prediction with 721,799 reactions and 888 catalyst types from USPTO. Task: Predict which catalyst facilitates the given reaction. (1) Reactant: Cl[P:2]([C:9]1[CH:14]=[CH:13][CH:12]=[CH:11][CH:10]=1)[C:3]1[CH:8]=[CH:7][CH:6]=[CH:5][CH:4]=1.C1COCC1.CC(C)([O-])C.[K+].Cl[CH2:27][C:28]1[N:33]=[C:32]([C:34]2[CH:39]=[CH:38][CH:37]=[CH:36][N:35]=2)[CH:31]=[CH:30][CH:29]=1. Product: [C:3]1([P:2]([CH2:27][C:28]2[N:33]=[C:32]([C:34]3[CH:39]=[CH:38][CH:37]=[CH:36][N:35]=3)[CH:31]=[CH:30][CH:29]=2)[C:9]2[CH:14]=[CH:13][CH:12]=[CH:11][CH:10]=2)[CH:8]=[CH:7][CH:6]=[CH:5][CH:4]=1. The catalyst class is: 316. (2) Reactant: C(OC([N:8]1[CH2:13][CH2:12][CH:11]([NH:14][C:15]([C:17]2[C:21]3[CH:22]=[N:23][C:24]([NH2:38])=[C:25]([O:26][C@@H:27]([C:29]4[C:34]([Cl:35])=[CH:33][CH:32]=[C:31]([F:36])[C:30]=4[Cl:37])[CH3:28])[C:20]=3[O:19][CH:18]=2)=[O:16])[CH2:10][CH2:9]1)=O)(C)(C)C.Cl. Product: [NH:8]1[CH2:13][CH2:12][CH:11]([NH:14][C:15]([C:17]2[C:21]3[CH:22]=[N:23][C:24]([NH2:38])=[C:25]([O:26][C@@H:27]([C:29]4[C:34]([Cl:35])=[CH:33][CH:32]=[C:31]([F:36])[C:30]=4[Cl:37])[CH3:28])[C:20]=3[O:19][CH:18]=2)=[O:16])[CH2:10][CH2:9]1. The catalyst class is: 158.